Dataset: M1 muscarinic receptor antagonist screen with 61,756 compounds. Task: Binary Classification. Given a drug SMILES string, predict its activity (active/inactive) in a high-throughput screening assay against a specified biological target. (1) The compound is Clc1n(c(nc1)C(O)c1ccccc1)C. The result is 0 (inactive). (2) The molecule is o1c(C(N(c2c(CC)cccc2)C(=O)Cn2nnc3c2cccc3)C(=O)NCCOC)ccc1. The result is 0 (inactive). (3) The drug is s1c2CC(CCc2c(c1)C(=O)NCCCN1CCOCC1)C. The result is 0 (inactive). (4) The molecule is O(CC(=O)N1CCN(CC1)C(OCC)=O)c1c2c(n(CC)c(=O)c1)cccc2. The result is 0 (inactive). (5) The drug is Clc1cc2[nH]c(NCCO)nc2cc1. The result is 0 (inactive). (6) The compound is Clc1ccc(c2nc(sc2)NCC)cc1. The result is 0 (inactive).